Dataset: Catalyst prediction with 721,799 reactions and 888 catalyst types from USPTO. Task: Predict which catalyst facilitates the given reaction. (1) Reactant: [C:1]([C:3]1[CH:4]=[C:5]([CH:37]([CH3:39])[CH3:38])[C:6]2[O:10][C:9]([C:11]3[CH:35]=[CH:34][C:14]([C:15]([NH:17][CH2:18][CH:19]4[CH2:24][CH2:23][C:22](B5OC(C)(C)C(C)(C)O5)=[CH:21][CH2:20]4)=[O:16])=[CH:13][CH:12]=3)=[N:8][C:7]=2[CH:36]=1)#[N:2].[F:40][C:41]([F:51])([F:50])[C:42]1[CH:49]=[CH:48][C:45]([CH2:46]Br)=[CH:44][CH:43]=1.C(=O)([O-])[O-].[Na+].[Na+].C(O)C. Product: [C:1]([C:3]1[CH:4]=[C:5]([CH:37]([CH3:39])[CH3:38])[C:6]2[O:10][C:9]([C:11]3[CH:35]=[CH:34][C:14]([C:15]([NH:17][CH2:18][CH:19]4[CH2:24][CH2:23][C:22]([CH2:46][C:45]5[CH:48]=[CH:49][C:42]([C:41]([F:51])([F:50])[F:40])=[CH:43][CH:44]=5)=[CH:21][CH2:20]4)=[O:16])=[CH:13][CH:12]=3)=[N:8][C:7]=2[CH:36]=1)#[N:2]. The catalyst class is: 398. (2) Reactant: [C:1]([C:4]1[C:12]2[C:7](=[CH:8][CH:9]=[C:10](Br)[CH:11]=2)[N:6]([CH2:14][C:15]([O:17][C:18]([CH3:21])([CH3:20])[CH3:19])=[O:16])[CH:5]=1)(=[O:3])[CH3:2].[CH3:22][O:23][C:24]1[N:29]=[CH:28][C:27](B(O)O)=[CH:26][N:25]=1.C(=O)([O-])[O-].[Cs+].[Cs+].CN(C=O)C. Product: [C:1]([C:4]1[C:12]2[C:7](=[CH:8][CH:9]=[C:10]([C:27]3[CH:26]=[N:25][C:24]([O:23][CH3:22])=[N:29][CH:28]=3)[CH:11]=2)[N:6]([CH2:14][C:15]([O:17][C:18]([CH3:21])([CH3:20])[CH3:19])=[O:16])[CH:5]=1)(=[O:3])[CH3:2]. The catalyst class is: 103. (3) The catalyst class is: 130. Reactant: [N+:1]([C:4]1[CH:5]=[C:6]([CH2:10][CH:11]=O)[CH:7]=[CH:8][CH:9]=1)([O-:3])=[O:2].[F:13][C:14]1[CH:21]=[CH:20][C:17]([CH2:18][NH2:19])=[CH:16][CH:15]=1.[BH4-].[Na+].C(=O)(O)[O-].[Na+]. Product: [F:13][C:14]1[CH:21]=[CH:20][C:17]([CH2:18][NH:19][CH2:11][CH2:10][C:6]2[CH:7]=[CH:8][CH:9]=[C:4]([N+:1]([O-:3])=[O:2])[CH:5]=2)=[CH:16][CH:15]=1. (4) Reactant: [NH2:1][C:2]1[CH:7]=[CH:6][N:5]([C@H:8]2[C@H:12]([OH:13])[C@H:11]([F:14])[C@@:10]([N:17]=[N+:18]=[N-:19])([CH2:15][OH:16])[O:9]2)[C:4](=[O:20])[N:3]=1.N1C=CN=C1.[C:26]([Si:30](Cl)([C:37]1[CH:42]=[CH:41][CH:40]=[CH:39][CH:38]=1)[C:31]1[CH:36]=[CH:35][CH:34]=[CH:33][CH:32]=1)([CH3:29])([CH3:28])[CH3:27]. Product: [NH2:1][C:2]1[CH:7]=[CH:6][N:5]([C@H:8]2[C@H:12]([O:13][Si:30]([C:26]([CH3:29])([CH3:28])[CH3:27])([C:37]3[CH:38]=[CH:39][CH:40]=[CH:41][CH:42]=3)[C:31]3[CH:36]=[CH:35][CH:34]=[CH:33][CH:32]=3)[C@H:11]([F:14])[C@@:10]([N:17]=[N+:18]=[N-:19])([CH2:15][OH:16])[O:9]2)[C:4](=[O:20])[N:3]=1. The catalyst class is: 39. (5) Reactant: [C:1](Cl)(=[O:3])[CH3:2].[Cl-].[Al+3].[Cl-].[Cl-].[CH2:9]([C:11]1[CH:12]=[C:13]2[C:17](=[CH:18][CH:19]=1)[CH2:16][CH:15]([NH:20][C:21](=[O:26])[C:22]([F:25])([F:24])[F:23])[CH2:14]2)[CH3:10].C(OC(C)C)(=O)C. Product: [C:1]([C:19]1[CH:18]=[C:17]2[C:13](=[CH:12][C:11]=1[CH2:9][CH3:10])[CH2:14][CH:15]([NH:20][C:21](=[O:26])[C:22]([F:24])([F:23])[F:25])[CH2:16]2)(=[O:3])[CH3:2]. The catalyst class is: 33. (6) Reactant: Br[C:2]1[C:3](=[O:26])[N:4]([CH2:18][C:19]2[CH:24]=[CH:23][CH:22]=[C:21]([F:25])[CH:20]=2)[CH:5]=[CH:6][C:7]=1OCC1C=CC(F)=CC=1F.[C:27]([O-])([O-])=O.[K+].[K+].C([O-])([O-])=O.[Cs+].[Cs+].CB1OB(C)OB(C)O1. Product: [F:25][C:21]1[CH:20]=[C:19]([CH:24]=[CH:23][CH:22]=1)[CH2:18][N:4]1[CH:5]=[CH:6][CH:7]=[C:2]([CH3:27])[C:3]1=[O:26]. The catalyst class is: 77.